From a dataset of Forward reaction prediction with 1.9M reactions from USPTO patents (1976-2016). Predict the product of the given reaction. (1) Given the reactants [CH2:1]([S:3]([C:6]1[CH:31]=[CH:30][C:9]([O:10][C:11]2[CH:12]=[CH:13][C:14]([NH:21][C:22]([C:24]3[CH:29]=[CH:28][CH:27]=[CH:26][N:25]=3)=[O:23])=[C:15]([CH:20]=2)[C:16]([O:18][CH3:19])=[O:17])=[CH:8][CH:7]=1)(=[O:5])=[O:4])[CH3:2].[N+:32]([O-])([O-:34])=[O:33].[K+], predict the reaction product. The product is: [CH2:1]([S:3]([C:6]1[CH:7]=[CH:8][C:9]([O:10][C:11]2[CH:12]=[C:13]([N+:32]([O-:34])=[O:33])[C:14]([NH:21][C:22]([C:24]3[CH:29]=[CH:28][CH:27]=[CH:26][N:25]=3)=[O:23])=[C:15]([CH:20]=2)[C:16]([O:18][CH3:19])=[O:17])=[CH:30][CH:31]=1)(=[O:4])=[O:5])[CH3:2]. (2) Given the reactants [C:1]([C:3]1[CH:11]=[CH:10][C:6]([C:7]([OH:9])=O)=[CH:5][CH:4]=1)#[N:2].[F:12][C:13]1[CH:18]=[CH:17][C:16]([NH2:19])=[C:15]([NH2:20])[CH:14]=1, predict the reaction product. The product is: [NH2:2][CH2:1][C:3]1[CH:4]=[CH:5][C:6]([C:7]([NH:19][C:16]2[CH:17]=[CH:18][C:13]([F:12])=[CH:14][C:15]=2[NH2:20])=[O:9])=[CH:10][CH:11]=1. (3) Given the reactants [CH2:1]([O:8][CH:9]1[CH2:14][CH2:13][CH:12]([C:15]([NH2:17])=O)[CH2:11][CH2:10]1)[C:2]1[CH:7]=[CH:6][CH:5]=[CH:4][CH:3]=1.FC(F)(F)C(OC(=O)C(F)(F)F)=O.O, predict the reaction product. The product is: [CH2:1]([O:8][CH:9]1[CH2:14][CH2:13][CH:12]([C:15]#[N:17])[CH2:11][CH2:10]1)[C:2]1[CH:7]=[CH:6][CH:5]=[CH:4][CH:3]=1. (4) Given the reactants [C:1]([O:5][C:6]([N:8]1[CH2:13][C@H:12]([CH2:14]Cl)[N:11]([CH2:16][C:17]2[CH:22]=[CH:21][CH:20]=[CH:19][CH:18]=2)[CH2:10][C@H:9]1[CH3:23])=[O:7])([CH3:4])([CH3:3])[CH3:2].[F:24][C@@H:25]1[CH2:29][CH2:28][NH:27][CH2:26]1, predict the reaction product. The product is: [C:1]([O:5][C:6]([N:8]1[CH2:13][C@H:12]([CH2:14][N:27]2[CH2:28][CH2:29][C@@H:25]([F:24])[CH2:26]2)[N:11]([CH2:16][C:17]2[CH:22]=[CH:21][CH:20]=[CH:19][CH:18]=2)[CH2:10][C@H:9]1[CH3:23])=[O:7])([CH3:4])([CH3:3])[CH3:2]. (5) Given the reactants [F:1][C:2]([F:24])([F:23])[C@H:3]([CH3:22])[O:4][C:5]1[CH:10]=[CH:9][C:8]([N:11]2[CH2:15][CH2:14][C:13]3([CH2:20][CH2:19][NH:18][CH2:17][CH2:16]3)[C:12]2=[O:21])=[CH:7][CH:6]=1.Br[C:26]1[C:27](=[O:33])[N:28]([CH3:32])[CH:29]=[CH:30][CH:31]=1, predict the reaction product. The product is: [CH3:32][N:28]1[CH:29]=[CH:30][CH:31]=[C:26]([N:18]2[CH2:17][CH2:16][C:13]3([C:12](=[O:21])[N:11]([C:8]4[CH:9]=[CH:10][C:5]([O:4][C@@H:3]([CH3:22])[C:2]([F:1])([F:23])[F:24])=[CH:6][CH:7]=4)[CH2:15][CH2:14]3)[CH2:20][CH2:19]2)[C:27]1=[O:33]. (6) Given the reactants [NH:1]1[CH:5]=[C:4]([C:6]2[CH:11]=[CH:10][CH:9]=[CH:8][N:7]=2)[CH:3]=[N:2]1.C(=O)([O-])[O-].[K+].[K+].F[C:19]1[N:24]=[C:23]([C:25]#[N:26])[CH:22]=[CH:21][CH:20]=1, predict the reaction product. The product is: [N:7]1[CH:8]=[CH:9][CH:10]=[CH:11][C:6]=1[C:4]1[CH:5]=[N:1][N:2]([C:19]2[N:24]=[C:23]([C:25]#[N:26])[CH:22]=[CH:21][CH:20]=2)[CH:3]=1. (7) Given the reactants [N+:1]([C:4]1[CH:5]=[C:6]([CH:8]=[C:9]([C:11]([F:14])([F:13])[F:12])[CH:10]=1)[NH2:7])([O-:3])=[O:2].C(N(CC)CC)C.[CH3:22][S:23](Cl)(=[O:25])=[O:24].CCOC(C)=O, predict the reaction product. The product is: [N+:1]([C:4]1[CH:5]=[C:6]([NH:7][S:23]([CH3:22])(=[O:25])=[O:24])[CH:8]=[C:9]([C:11]([F:12])([F:13])[F:14])[CH:10]=1)([O-:3])=[O:2]. (8) Given the reactants [OH:1][C:2]1[CH:11]=[C:10]2[C:5]([CH:6]=[C:7]([C:12]([OH:14])=[O:13])[CH:8]=[N:9]2)=[CH:4][CH:3]=1.O=S(Cl)Cl.O.C([O-])([O-])=O.[Na+].[Na+].[CH3:26][CH2:27]O, predict the reaction product. The product is: [OH:1][C:2]1[CH:11]=[C:10]2[C:5]([CH:6]=[C:7]([C:12]([O:14][CH2:26][CH3:27])=[O:13])[CH:8]=[N:9]2)=[CH:4][CH:3]=1.